Dataset: Forward reaction prediction with 1.9M reactions from USPTO patents (1976-2016). Task: Predict the product of the given reaction. (1) Given the reactants [CH3:1][O:2][C:3]([C:5]1([C:8]2[CH:13]=[CH:12][C:11]([O:14]C)=[C:10]([N+:16]([O-:18])=[O:17])[CH:9]=2)[CH2:7][CH2:6]1)=[O:4].B(Br)(Br)Br.O, predict the reaction product. The product is: [CH3:1][O:2][C:3]([C:5]1([C:8]2[CH:13]=[CH:12][C:11]([OH:14])=[C:10]([N+:16]([O-:18])=[O:17])[CH:9]=2)[CH2:6][CH2:7]1)=[O:4]. (2) Given the reactants [Cl:1][C:2]1[C:6]([C:7](O)=[O:8])=[C:5]([C:10]2[CH:15]=[CH:14][CH:13]=[CH:12][C:11]=2[CH3:16])[S:4][N:3]=1, predict the reaction product. The product is: [Cl:1][C:2]1[C:6]([CH2:7][OH:8])=[C:5]([C:10]2[CH:15]=[CH:14][CH:13]=[CH:12][C:11]=2[CH3:16])[S:4][N:3]=1. (3) Given the reactants Br[CH2:2][C:3]1[C:7]2([CH2:12][CH2:11][CH2:10][CH2:9][CH2:8]2)[NH:6][S:5](=[O:14])(=[O:13])[C:4]=1[C:15]1[CH:20]=[CH:19][C:18]([Cl:21])=[CH:17][CH:16]=1.[CH3:22][NH2:23], predict the reaction product. The product is: [Cl:21][C:18]1[CH:19]=[CH:20][C:15]([C:4]2[S:5](=[O:14])(=[O:13])[NH:6][C:7]3([CH2:12][CH2:11][CH2:10][CH2:9][CH2:8]3)[C:3]=2[CH2:2][NH:23][CH3:22])=[CH:16][CH:17]=1. (4) Given the reactants [O:1]=[C:2]1[C:11]2[C:6](=[CH:7][CH:8]=[CH:9][CH:10]=2)[C:5]([CH2:12][C:13]([OH:15])=[O:14])=[N:4][N:3]1[CH2:16][C:17]1[S:18][C:19]2[CH:25]=[CH:24][C:23]([C:26]([F:29])([F:28])[F:27])=[CH:22][C:20]=2[N:21]=1.[NH:30]([CH2:34][CH2:35][OH:36])[CH2:31][CH2:32][OH:33], predict the reaction product. The product is: [NH:30]([CH2:34][CH2:35][OH:36])[CH2:31][CH2:32][OH:33].[O:1]=[C:2]1[C:11]2[C:6](=[CH:7][CH:8]=[CH:9][CH:10]=2)[C:5]([CH2:12][C:13]([OH:15])=[O:14])=[N:4][N:3]1[CH2:16][C:17]1[S:18][C:19]2[CH:25]=[CH:24][C:23]([C:26]([F:29])([F:28])[F:27])=[CH:22][C:20]=2[N:21]=1. (5) Given the reactants [OH:1]/[N:2]=[C:3](\[NH2:13])/[CH2:4][S:5]([C:8]1[S:9][CH:10]=[CH:11][CH:12]=1)(=[O:7])=[O:6].[O:14]1[C:18](=O)[CH2:17][CH2:16][C:15]1=[O:20], predict the reaction product. The product is: [S:9]1[CH:10]=[CH:11][CH:12]=[C:8]1[S:5]([CH2:4][C:3]1[N:13]=[C:18]([CH2:17][CH2:16][C:15]([OH:20])=[O:14])[O:1][N:2]=1)(=[O:6])=[O:7].